From a dataset of Catalyst prediction with 721,799 reactions and 888 catalyst types from USPTO. Predict which catalyst facilitates the given reaction. Reactant: [F:1][C:2]1[CH:3]=[C:4]([N:9]2[CH2:13][C@H:12]([CH2:14][N:15]3[CH:19]=[CH:18][N:17]=[N:16]3)[O:11][C:10]2=[O:20])[CH:5]=[CH:6][C:7]=1I.O1C=CC=C1P(C1OC=CC=1)C1OC=CC=1.[Si:37]([O:44][CH2:45][C:46]1([CH2:61][O:62][Si:63]([C:66]([CH3:69])([CH3:68])[CH3:67])([CH3:65])[CH3:64])[O:50][N:49]=[C:48]([C:51]2[CH:56]=[CH:55][C:54]([Sn](C)(C)C)=[CH:53][CH:52]=2)[CH2:47]1)([C:40]([CH3:43])([CH3:42])[CH3:41])([CH3:39])[CH3:38]. Product: [Si:63]([O:62][CH2:61][C:46]1([CH2:45][O:44][Si:37]([C:40]([CH3:43])([CH3:42])[CH3:41])([CH3:38])[CH3:39])[O:50][N:49]=[C:48]([C:51]2[CH:52]=[CH:53][C:54]([C:7]3[CH:6]=[CH:5][C:4]([N:9]4[CH2:13][C@H:12]([CH2:14][N:15]5[CH:19]=[CH:18][N:17]=[N:16]5)[O:11][C:10]4=[O:20])=[CH:3][C:2]=3[F:1])=[CH:55][CH:56]=2)[CH2:47]1)([C:66]([CH3:69])([CH3:68])[CH3:67])([CH3:65])[CH3:64]. The catalyst class is: 110.